Dataset: Catalyst prediction with 721,799 reactions and 888 catalyst types from USPTO. Task: Predict which catalyst facilitates the given reaction. (1) Reactant: ON1C2C=CC=CC=2N=N1.[NH:11]1[C:19]2[C:14](=[CH:15][CH:16]=[CH:17][CH:18]=2)[C:13]([CH2:20][CH2:21][CH2:22][CH2:23][CH2:24][NH2:25])=[CH:12]1.CN1CCOCC1.Cl.[CH3:34][N:35]([CH3:52])[C:36]1([C:46]2[CH:51]=[CH:50][CH:49]=[CH:48][CH:47]=2)[CH2:41][CH2:40][C:39](=[CH:42][C:43](O)=[O:44])[CH2:38][CH2:37]1.C1(N=C=NC2CCCCC2)CCCCC1.[OH-].[Na+]. Product: [CH3:52][N:35]([CH3:34])[C:36]1([C:46]2[CH:47]=[CH:48][CH:49]=[CH:50][CH:51]=2)[CH2:41][CH2:40][C:39](=[CH:42][C:43]([NH:25][CH2:24][CH2:23][CH2:22][CH2:21][CH2:20][C:13]2[C:14]3[C:19](=[CH:18][CH:17]=[CH:16][CH:15]=3)[NH:11][CH:12]=2)=[O:44])[CH2:38][CH2:37]1. The catalyst class is: 35. (2) Reactant: I[C:2]1[CH:3]=[C:4]([CH:19]=[CH:20][CH:21]=1)[CH2:5][C:6]1[O:10][C:9]([C:11]2[CH:18]=[CH:17][C:14]([C:15]#[N:16])=[CH:13][CH:12]=2)=[N:8][N:7]=1.C1CCN2C(=NCCC2)CC1.[O:33]1[CH2:37]CC[CH2:34]1.C[OH:39]. Product: [CH3:34][O:33][C:37](=[O:39])[C:2]1[CH:21]=[CH:20][CH:19]=[C:4]([CH2:5][C:6]2[O:10][C:9]([C:11]3[CH:18]=[CH:17][C:14]([C:15]#[N:16])=[CH:13][CH:12]=3)=[N:8][N:7]=2)[CH:3]=1. The catalyst class is: 167. (3) Reactant: [CH2:1]([O:3][C:4]([N:6]1[C:10]2=[N:11][CH:12]=[C:13]([Br:15])[CH:14]=[C:9]2[CH:8]=[C:7]1[O:16]C(OCC)=O)=[O:5])[CH3:2]. Product: [CH2:1]([O:3][C:4]([N:6]1[C:10]2=[N:11][CH:12]=[C:13]([Br:15])[CH:14]=[C:9]2[CH2:8][C:7]1=[O:16])=[O:5])[CH3:2]. The catalyst class is: 3. (4) Reactant: [OH:1][C:2]12[CH2:9][CH2:8][C:5]([C:10]3[NH:18][C:17]4[C:16](SC)=[N:15][C:14](=[O:21])[N:13]([CH2:22][CH2:23][CH3:24])[C:12]=4[N:11]=3)([CH2:6][CH2:7]1)[CH2:4][CH2:3]2.[NH2:25][C@H:26]([CH2:29][CH3:30])[CH2:27][OH:28]. Product: [OH:1][C:2]12[CH2:9][CH2:8][C:5]([C:10]3[NH:18][C:17]4[C:16]([NH:25][CH:26]([CH2:27][OH:28])[CH2:29][CH3:30])=[N:15][C:14](=[O:21])[N:13]([CH2:22][CH2:23][CH3:24])[C:12]=4[N:11]=3)([CH2:6][CH2:7]1)[CH2:4][CH2:3]2. The catalyst class is: 16. (5) Reactant: [CH3:1][O:2][C:3]1[CH:4]=[C:5]([NH:11][C:12]2[C:13]3[N:29]=[CH:28][S:27][C:14]=3[N:15]=[C:16]([N:18]3[CH2:23][CH2:22][CH2:21][CH:20]([C:24]([OH:26])=O)[CH2:19]3)[N:17]=2)[CH:6]=[CH:7][C:8]=1[O:9][CH3:10].[NH2:30][C:31]1[CH:36]=[CH:35][C:34]([C:37]2[O:41][C:40]([SH:42])=[N:39][N:38]=2)=[CH:33][CH:32]=1.O=P(Cl)(Cl)Cl.C([O-])(O)=O.[Na+]. Product: [CH3:1][O:2][C:3]1[CH:4]=[C:5]([NH:11][C:12]2[C:13]3[N:29]=[CH:28][S:27][C:14]=3[N:15]=[C:16]([N:18]3[CH2:23][CH2:22][CH2:21][CH:20]([C:24]([NH:30][C:31]4[CH:32]=[CH:33][C:34]([C:37]5[O:41][C:40]([SH:42])=[N:39][N:38]=5)=[CH:35][CH:36]=4)=[O:26])[CH2:19]3)[N:17]=2)[CH:6]=[CH:7][C:8]=1[O:9][CH3:10]. The catalyst class is: 17.